From a dataset of Full USPTO retrosynthesis dataset with 1.9M reactions from patents (1976-2016). Predict the reactants needed to synthesize the given product. (1) Given the product [Na:1].[CH2:41]([C:33]1([CH2:31][CH3:32])[O:34][CH2:35][CH:36]([CH2:39][O:40][C:12]2[CH:17]=[CH:16][N:15]=[C:14]([CH2:18][S:19]([C:21]3[NH:25][C:24]4[CH:26]=[CH:27][CH:28]=[CH:29][C:23]=4[N:22]=3)=[O:20])[C:13]=2[CH3:30])[CH2:37][O:38]1)[CH3:42], predict the reactants needed to synthesize it. The reactants are: [Na:1].COC1OCC(CO[C:12]2[CH:17]=[CH:16][N:15]=[C:14]([CH2:18][S:19]([C:21]3[NH:25][C:24]4[CH:26]=[CH:27][CH:28]=[CH:29][C:23]=4[N:22]=3)=[O:20])[C:13]=2[CH3:30])CO1.[CH2:31]([C:33]1([CH2:41][CH3:42])[O:38][CH2:37][CH:36]([CH2:39][OH:40])[CH2:35][O:34]1)[CH3:32]. (2) Given the product [CH3:1][C:2]([CH3:33])([CH3:32])[CH2:3][N:4]1[C:12]2[C:7](=[N:8][C:9]([C:13]3[CH:14]4[CH2:21][CH2:20][CH:17]([C:18]=3[CH3:19])[NH:16][CH2:15]4)=[CH:10][CH:11]=2)[N:6]([CH3:30])[C:5]1=[O:31], predict the reactants needed to synthesize it. The reactants are: [CH3:1][C:2]([CH3:33])([CH3:32])[CH2:3][N:4]1[C:12]2[C:7](=[N:8][C:9]([C:13]3[CH:14]4[CH2:21][CH2:20][CH:17]([C:18]=3[CH3:19])[N:16](C3C=CC(OC)=CC=3)[CH2:15]4)=[CH:10][CH:11]=2)[N:6]([CH3:30])[C:5]1=[O:31].CC#N.OS(O)(=O)=O.I(O)(=O)(=O)=O.